This data is from Catalyst prediction with 721,799 reactions and 888 catalyst types from USPTO. The task is: Predict which catalyst facilitates the given reaction. (1) Reactant: [C:1]([NH:5][C:6]1[CH:7]=[C:8]2[C:13](=[CH:14][CH:15]=1)[C:12]([O:16][CH2:17][CH2:18][CH2:19][C:20]1[C:28]3[C:23](=[C:24]([C:29]4[CH:34]=[CH:33][CH:32]=[CH:31][C:30]=4[CH3:35])[CH:25]=[CH:26][CH:27]=3)[NH:22][C:21]=1[C:36]([O:38]CC)=[O:37])=[CH:11][CH:10]=[CH:9]2)(=[O:4])[CH:2]=[CH2:3].[OH-].[Na+]. Product: [C:1]([NH:5][C:6]1[CH:7]=[C:8]2[C:13](=[CH:14][CH:15]=1)[C:12]([O:16][CH2:17][CH2:18][CH2:19][C:20]1[C:28]3[C:23](=[C:24]([C:29]4[CH:34]=[CH:33][CH:32]=[CH:31][C:30]=4[CH3:35])[CH:25]=[CH:26][CH:27]=3)[NH:22][C:21]=1[C:36]([OH:38])=[O:37])=[CH:11][CH:10]=[CH:9]2)(=[O:4])[CH:2]=[CH2:3]. The catalyst class is: 83. (2) Reactant: Br[C:2]1[CH:16]=[C:15]([N+:17]([O-:19])=[O:18])[CH:14]=[CH:13][C:3]=1[O:4][CH2:5][C:6]1[CH:11]=[CH:10][CH:9]=[C:8]([F:12])[CH:7]=1.[C:20]([Si:22]([CH:29]([CH3:31])[CH3:30])([CH:26]([CH3:28])[CH3:27])[CH:23]([CH3:25])[CH3:24])#[CH:21].N1CCCC1. Product: [F:12][C:8]1[CH:7]=[C:6]([CH:11]=[CH:10][CH:9]=1)[CH2:5][O:4][C:3]1[CH:13]=[CH:14][C:15]([N+:17]([O-:19])=[O:18])=[CH:16][C:2]=1[C:21]#[C:20][Si:22]([CH:23]([CH3:25])[CH3:24])([CH:29]([CH3:31])[CH3:30])[CH:26]([CH3:28])[CH3:27].[F:12][C:8]1[CH:7]=[C:6]([CH:11]=[CH:10][CH:9]=1)[CH2:5][O:4][C:3]1[CH:13]=[CH:14][C:15]([NH2:17])=[CH:16][C:2]=1[C:21]#[C:20][Si:22]([CH:23]([CH3:25])[CH3:24])([CH:29]([CH3:31])[CH3:30])[CH:26]([CH3:28])[CH3:27]. The catalyst class is: 538. (3) Reactant: [OH:1][C@@H:2]([C@H:4]1[C:34](=[O:35])[N:6]2[C:7]([C:21]([O:23][CH2:24][C:25]3[CH:30]=[CH:29][C:28]([N+:31]([O-:33])=[O:32])=[CH:27][CH:26]=3)=[O:22])=[C:8]([C:11]3[S:15][C:14]4=[C:16]([S:19][CH3:20])[N:17]=[CH:18][N:13]4[CH:12]=3)[C@H:9]([CH3:10])[C@H:5]12)[CH3:3].[I:36][CH2:37][C:38]([NH2:40])=[O:39]. Product: [I-:36].[C:38]([CH2:37][N:17]1[C:16]([S:19][CH3:20])=[C:14]2[S:15][C:11]([C:8]3[C@H:9]([CH3:10])[C@@H:5]4[C@@H:4]([C@H:2]([OH:1])[CH3:3])[C:34](=[O:35])[N:6]4[C:7]=3[C:21]([O:23][CH2:24][C:25]3[CH:26]=[CH:27][C:28]([N+:31]([O-:33])=[O:32])=[CH:29][CH:30]=3)=[O:22])=[CH:12][N+:13]2=[CH:18]1)(=[O:39])[NH2:40]. The catalyst class is: 21. (4) Reactant: [C:1]([C:3]1[CH:4]=[C:5]([C:9]2[N:10]=[C:11]3[N:15]([CH:16]=2)[CH:14]=[CH:13][S:12]3)[CH:6]=[CH:7][CH:8]=1)#[N:2].[C:17](OC(=O)C)(=[O:19])[CH3:18].S(=O)(=O)(O)O. Product: [C:1]([C:3]1[CH:4]=[C:5]([C:9]2[N:10]=[C:11]3[N:15]([C:16]=2[C:17](=[O:19])[CH3:18])[CH:14]=[CH:13][S:12]3)[CH:6]=[CH:7][CH:8]=1)#[N:2]. The catalyst class is: 4. (5) Reactant: [Cl:1][C:2]1[CH:7]=[CH:6][N:5]=[C:4]2[CH:8]=[C:9]([C:11]3[CH:23]=[CH:22][C:14]([CH2:15][N:16]4[CH2:20][CH2:19][C@H:18]([OH:21])[CH2:17]4)=[CH:13][CH:12]=3)[S:10][C:3]=12.[Si:24](OS(C(F)(F)F)(=O)=O)([C:27]([CH3:30])([CH3:29])[CH3:28])([CH3:26])[CH3:25].CCN(CC)CC.CO.CCOC(C)=O. Product: [Si:24]([O:21][C@H:18]1[CH2:19][CH2:20][N:16]([CH2:15][C:14]2[CH:13]=[CH:12][C:11]([C:9]3[S:10][C:3]4[C:4](=[N:5][CH:6]=[CH:7][C:2]=4[Cl:1])[CH:8]=3)=[CH:23][CH:22]=2)[CH2:17]1)([C:27]([CH3:30])([CH3:29])[CH3:28])([CH3:26])[CH3:25]. The catalyst class is: 1. (6) Reactant: [Br:1][C:2]1[NH:6][N:5]=[C:4]([C:7]([F:10])([F:9])[F:8])[CH:3]=1.C(=O)([O-])[O-].[K+].[K+].I[CH2:18][C:19]([O:21][CH2:22][CH3:23])=[O:20]. Product: [Br:1][C:2]1[N:6]([CH2:18][C:19]([O:21][CH2:22][CH3:23])=[O:20])[N:5]=[C:4]([C:7]([F:10])([F:9])[F:8])[CH:3]=1. The catalyst class is: 42.